Task: Predict the product of the given reaction.. Dataset: Forward reaction prediction with 1.9M reactions from USPTO patents (1976-2016) Given the reactants [CH2:1]([O:3][C:4](=[O:17])[C:5](=O)[CH2:6][C:7]1[CH:12]=[CH:11][N:10]=[CH:9][C:8]=1[N+:13]([O-])=O)[CH3:2].[Cl-].[NH4+], predict the reaction product. The product is: [CH2:1]([O:3][C:4]([C:5]1[NH:13][C:8]2=[CH:9][N:10]=[CH:11][CH:12]=[C:7]2[CH:6]=1)=[O:17])[CH3:2].